The task is: Predict the product of the given reaction.. This data is from Forward reaction prediction with 1.9M reactions from USPTO patents (1976-2016). (1) Given the reactants C(=O)([O-])[O-].[Na+].[Na+].Br[C:8]1[CH:9]=[CH:10][C:11]([N:14]2[CH2:31][CH2:30][CH2:29][C@@:16]3([C:20](=[O:21])[N:19]([C@H:22]4[CH2:27][CH2:26][C@H:25]([OH:28])[CH2:24][CH2:23]4)[CH2:18][CH2:17]3)[CH2:15]2)=[N:12][CH:13]=1.O[C@H]1CC[C@H](N2CC[C@:41]3([CH2:48][CH2:47][CH2:46][NH:45][CH2:44]3)C2=O)CC1.N1C=CC(B(O)O)=CC=1.C1(C)C=CC=CC=1.C(O)C, predict the reaction product. The product is: [N:12]1[C:11]([N:14]2[CH2:31][CH2:30][CH2:29][C@@:16]3([C:20](=[O:21])[N:19]([C@H:22]4[CH2:27][CH2:26][C@H:25]([OH:28])[CH2:24][CH2:23]4)[CH2:18][CH2:17]3)[CH2:15]2)=[CH:10][CH:9]=[C:8]([C:48]2[CH:47]=[CH:46][N:45]=[CH:44][CH:41]=2)[CH:13]=1. (2) Given the reactants Br[C:2]1[CH:7]=[CH:6][C:5]([N:8]2[C:12]3[CH:13]=[CH:14][CH:15]=[CH:16][C:11]=3[N:10]=[C:9]2[C:17]2C=CC=CN=2)=[CH:4][CH:3]=1.[CH:23]1[C:32]2[C:27](=[CH:28][CH:29]=[CH:30][CH:31]=2)[CH:26]=[CH:25][C:24]=1[C:33]1[C:46]2[C:41](=[CH:42][CH:43]=[CH:44][CH:45]=2)[C:40](B(O)O)=[C:39]2[C:34]=1[CH:35]=[CH:36][CH:37]=[CH:38]2.COCCOC.C(=O)([O-])[O-].[Na+].[Na+], predict the reaction product. The product is: [CH:23]1[C:32]2[C:27](=[CH:28][CH:29]=[CH:30][CH:31]=2)[CH:26]=[CH:25][C:24]=1[C:33]1[C:34]2[C:39](=[CH:38][CH:37]=[CH:36][CH:35]=2)[C:40]([C:2]2[CH:3]=[CH:4][C:5]([N:8]3[C:12]4[CH:13]=[CH:14][CH:15]=[CH:16][C:11]=4[N:10]=[C:9]3[CH3:17])=[CH:6][CH:7]=2)=[C:41]2[C:46]=1[CH:45]=[CH:44][CH:43]=[CH:42]2. (3) Given the reactants [C:1]([O:5][C:6]([N:8]1[CH2:13][CH2:12][C:11](=O)[CH2:10][CH2:9]1)=[O:7])([CH3:4])([CH3:3])[CH3:2].[NH:15]1[CH2:20][CH:19]=[CH:18][CH2:17][CH2:16]1.C([BH3-])#N.[Na+], predict the reaction product. The product is: [N:15]1([CH:11]2[CH2:12][CH2:13][N:8]([C:6]([O:5][C:1]([CH3:4])([CH3:3])[CH3:2])=[O:7])[CH2:9][CH2:10]2)[CH2:20][CH2:19][CH:18]=[CH:17][CH2:16]1. (4) Given the reactants C([N:8]1[CH2:12][CH2:11][C@@H:10]([NH:13][C:14]([C:16]2[C:24]3[C:19](=[N:20][CH:21]=[C:22]([C:25]4[C:33]5[C:28](=[CH:29][C:30]([F:34])=[CH:31][CH:32]=5)[N:27]([CH3:35])[N:26]=4)[N:23]=3)[N:18]([CH2:36][O:37][CH2:38][CH2:39][Si:40]([CH3:43])([CH3:42])[CH3:41])[CH:17]=2)=[O:15])[CH2:9]1)C1C=CC=CC=1.CN(C1C2C(N(C)C)=CC=CC=2C=CC=1)C.ClC(OC(Cl)C)=O, predict the reaction product. The product is: [NH:8]1[CH2:12][CH2:11][C@@H:10]([NH:13][C:14]([C:16]2[C:24]3[C:19](=[N:20][CH:21]=[C:22]([C:25]4[C:33]5[C:28](=[CH:29][C:30]([F:34])=[CH:31][CH:32]=5)[N:27]([CH3:35])[N:26]=4)[N:23]=3)[N:18]([CH2:36][O:37][CH2:38][CH2:39][Si:40]([CH3:43])([CH3:42])[CH3:41])[CH:17]=2)=[O:15])[CH2:9]1. (5) Given the reactants [Cl:1][C:2]1[CH:7]=[CH:6][C:5]([N:8]2[C:16](=[O:17])[C:15]3[N:14]=[CH:13][N:12]([C:18]4[CH:23]=[CH:22][CH:21]=[C:20]([S:24]([CH3:27])(=[O:26])=[O:25])[CH:19]=4)[C:11]=3[N:10]=[C:9]2[C:28]2[CH:33]=[CH:32][C:31](B3OC(C)(C)C(C)(C)O3)=[CH:30][CH:29]=2)=[CH:4][CH:3]=1.[NH2:43][C:44]1[CH:49]=[CH:48][C:47](Br)=[CH:46][N:45]=1.C(=O)([O-])[O-].[Cs+].[Cs+], predict the reaction product. The product is: [NH2:43][C:44]1[N:45]=[CH:46][C:47]([C:31]2[CH:32]=[CH:33][C:28]([C:9]3[N:8]([C:5]4[CH:4]=[CH:3][C:2]([Cl:1])=[CH:7][CH:6]=4)[C:16](=[O:17])[C:15]4[N:14]=[CH:13][N:12]([C:18]5[CH:23]=[CH:22][CH:21]=[C:20]([S:24]([CH3:27])(=[O:26])=[O:25])[CH:19]=5)[C:11]=4[N:10]=3)=[CH:29][CH:30]=2)=[CH:48][CH:49]=1. (6) Given the reactants [OH-].[Li+].[CH2:3]([O:10][C:11]1[CH:20]=[CH:19][C:14]([C:15]([O:17]C)=[O:16])=[CH:13][C:12]=1[O:21][CH2:22][CH:23]1[CH2:25][CH2:24]1)[C:4]1[CH:9]=[CH:8][CH:7]=[CH:6][CH:5]=1, predict the reaction product. The product is: [CH2:3]([O:10][C:11]1[CH:20]=[CH:19][C:14]([C:15]([OH:17])=[O:16])=[CH:13][C:12]=1[O:21][CH2:22][CH:23]1[CH2:24][CH2:25]1)[C:4]1[CH:5]=[CH:6][CH:7]=[CH:8][CH:9]=1.